Dataset: Forward reaction prediction with 1.9M reactions from USPTO patents (1976-2016). Task: Predict the product of the given reaction. (1) The product is: [NH2:8][CH2:16][C:17]([F:24])([F:23])[CH2:18][S:19]([OH:22])(=[O:21])=[O:20]. Given the reactants C([N:8]([CH2:16][C:17]([F:24])([F:23])[CH2:18][S:19]([OH:22])(=[O:21])=[O:20])CC1C=CC=CC=1)C1C=CC=CC=1, predict the reaction product. (2) Given the reactants C([N:3](CC)CC)C.[C:8](Cl)(=[O:18])[C:9]1[C:10](=[CH:14][CH:15]=[CH:16][CH:17]=1)[C:11](Cl)=[O:12], predict the reaction product. The product is: [C:8]1(=[O:18])[NH:3][C:11](=[O:12])[C:10]2=[CH:14][CH:15]=[CH:16][CH:17]=[C:9]12. (3) Given the reactants [CH3:1][O:2][C:3]([C:5]1[CH:10]=[C:9](OC)[N:8]=[C:7]([C:13]([O:15][CH2:16][CH3:17])=[O:14])[CH:6]=1)=[O:4].P(Cl)(Cl)([Cl:20])=O, predict the reaction product. The product is: [CH3:1][O:2][C:3]([C:5]1[CH:10]=[C:9]([Cl:20])[N:8]=[C:7]([C:13]([O:15][CH2:16][CH3:17])=[O:14])[CH:6]=1)=[O:4]. (4) The product is: [Br:1][C:2]1[CH:3]=[CH:4][C:5]([O:6][C@@H:7]2[CH2:11][CH2:10][CH2:9][C@@H:8]2[NH:12][S:13]([CH:16]([CH3:18])[CH3:17])(=[O:15])=[O:14])=[CH:19][C:20]=1[F:35]. Given the reactants [Br:1][C:2]1[CH:20]=[CH:19][C:5]([O:6][C@H:7]2[CH2:11][CH2:10][CH2:9][C@H:8]2[NH:12][S:13]([CH:16]([CH3:18])[CH3:17])(=[O:15])=[O:14])=[CH:4][CH:3]=1.BrC1C=CC(O[C@@H]2CCC[C@@H]2N)=CC=1[F:35], predict the reaction product. (5) Given the reactants [Cl:1][C:2]1[CH:7]=[CH:6][C:5]([C:8]2[C:12]3[CH:13]=[CH:14][C:15]([C:17]#[C:18][CH2:19][OH:20])=[CH:16][C:11]=3[S:10][N:9]=2)=[CH:4][CH:3]=1.[CH3:21][S:22](Cl)(=[O:24])=[O:23], predict the reaction product. The product is: [Cl:1][C:2]1[CH:3]=[CH:4][C:5]([C:8]2[C:12]3[CH:13]=[CH:14][C:15]([C:17]#[C:18][CH2:19][O:20][S:22]([CH3:21])(=[O:24])=[O:23])=[CH:16][C:11]=3[S:10][N:9]=2)=[CH:6][CH:7]=1. (6) Given the reactants [Cl:1]CCN1CCOCC1.[CH2:10]([O:17][C:18]1[CH:23]=[CH:22][N:21]([C:24]2[CH:25]=[C:26]3[C:30](=[CH:31][CH:32]=2)[N:29]([CH2:33][CH:34]2[O:39][CH2:38][CH2:37][N:36](C(OC(C)(C)C)=O)[CH2:35]2)[N:28]=[CH:27]3)[C:20](=[O:47])[CH:19]=1)[C:11]1[CH:16]=[CH:15][CH:14]=[CH:13][CH:12]=1.FC(F)(F)C(O)=O.Cl, predict the reaction product. The product is: [ClH:1].[CH2:10]([O:17][C:18]1[CH:23]=[CH:22][N:21]([C:24]2[CH:25]=[C:26]3[C:30](=[CH:31][CH:32]=2)[N:29]([CH2:33][CH:34]2[O:39][CH2:38][CH2:37][NH:36][CH2:35]2)[N:28]=[CH:27]3)[C:20](=[O:47])[CH:19]=1)[C:11]1[CH:16]=[CH:15][CH:14]=[CH:13][CH:12]=1.